Dataset: Peptide-MHC class I binding affinity with 185,985 pairs from IEDB/IMGT. Task: Regression. Given a peptide amino acid sequence and an MHC pseudo amino acid sequence, predict their binding affinity value. This is MHC class I binding data. (1) The peptide sequence is MTRRRVLSV. The MHC is HLA-A29:02 with pseudo-sequence HLA-A29:02. The binding affinity (normalized) is 0.213. (2) The peptide sequence is YYLIKYLHV. The MHC is HLA-B39:01 with pseudo-sequence HLA-B39:01. The binding affinity (normalized) is 0.0847.